The task is: Predict the product of the given reaction.. This data is from Forward reaction prediction with 1.9M reactions from USPTO patents (1976-2016). (1) The product is: [N:22]1([C:7]2[C:8]3[N:13]=[N:12][N:11]([CH2:14][C:15]4[CH:20]=[CH:19][CH:18]=[CH:17][C:16]=4[Cl:21])[C:9]=3[N:10]=[C:5]([C:1]([CH3:4])([CH3:2])[CH3:3])[N:6]=2)[CH2:27][CH2:23]1. Given the reactants [C:1]([C:5]1[N:6]=[C:7]([N:22]2[CH2:27]COC[CH2:23]2)[C:8]2[N:13]=[N:12][N:11]([CH2:14][C:15]3[CH:20]=[CH:19][CH:18]=[CH:17][C:16]=3[Cl:21])[C:9]=2[N:10]=1)([CH3:4])([CH3:3])[CH3:2].C(C1N=C(Cl)C2N=NN(CC3C=CC=CC=3Cl)C=2N=1)(C)(C)C.N1CC1, predict the reaction product. (2) Given the reactants [NH2:1][C:2]1[CH:3]=[C:4]([C:13]2[C:18]([C:19]([F:22])([F:21])[F:20])=[CH:17][CH:16]=[CH:15][N:14]=2)[CH:5]=[N:6][C:7]=1[C:8]([O:10]CC)=O.[C:23](OC(=O)C)(=[O:25])[CH3:24].C[Si]([N-][Si](C)(C)C)(C)C.[K+], predict the reaction product. The product is: [F:22][C:19]([F:20])([F:21])[C:18]1[C:13]([C:4]2[CH:3]=[C:2]3[C:7]([C:8]([OH:10])=[CH:24][C:23]([OH:25])=[N:1]3)=[N:6][CH:5]=2)=[N:14][CH:15]=[CH:16][CH:17]=1. (3) Given the reactants OC1C(CCC)=CC(C2C3C=CC(O)=CC=3ON=2)=C(CCC)C=1.[CH3:24][O:25][CH2:26][O:27][C:28]1[CH:33]=[CH:32][CH:31]=[C:30]([CH2:34][CH2:35][CH3:36])[CH:29]=1.OC1C=C(C=CC=1)C=O.COCCl.[H-].[Na+].[Li]CCCC.COCOC1C=C(C=CC=1)C=O, predict the reaction product. The product is: [CH3:24][O:25][CH2:26][O:27][C:28]1[CH:33]=[CH:32][CH:31]=[C:30]([CH:34]=[CH:35][CH3:36])[CH:29]=1.